From a dataset of Forward reaction prediction with 1.9M reactions from USPTO patents (1976-2016). Predict the product of the given reaction. (1) Given the reactants C(N(CC)CC)C.[C:8](C(CCCCN)C(O)=O)([O:10][C:11]([CH3:14])([CH3:13])[CH3:12])=[O:9].[CH2:24]([O:31][C:32]1[CH:33]=[C:34]2[C:39](=[C:40]([NH2:42])[CH:41]=1)[N:38]=[CH:37][CH:36]=[CH:35]2)[C:25]1[CH:30]=[CH:29][CH:28]=[CH:27][CH:26]=1.F[P-](F)(F)(F)(F)F.[N:50]1(O[P+](N(C)C)(N(C)C)N(C)C)[C:54]2[CH:55]=[CH:56][CH:57]=[CH:58][C:53]=2N=N1.CN(C=[O:74])C, predict the reaction product. The product is: [CH2:24]([O:31][C:32]1[CH:33]=[C:34]2[C:39](=[C:40]([NH:42][C:53](=[O:74])[CH2:58][CH2:57][CH2:56][CH2:55][CH2:54][NH:50][C:8](=[O:9])[O:10][C:11]([CH3:14])([CH3:13])[CH3:12])[CH:41]=1)[N:38]=[CH:37][CH:36]=[CH:35]2)[C:25]1[CH:30]=[CH:29][CH:28]=[CH:27][CH:26]=1. (2) Given the reactants [NH2:1][C:2]1[C:3]([F:28])=[C:4]([C:10]([C:12]2[CH:13]=[C:14]3[C:19](=[CH:20][CH:21]=2)[N:18]=[CH:17][C:16]([N:22]2[CH2:27][CH2:26][O:25][CH2:24][CH2:23]2)=[N:15]3)=[O:11])[C:5]([F:9])=[C:6]([F:8])[CH:7]=1.CCN(C(C)C)C(C)C.[F:38][C:39]1[CH:44]=[CH:43][CH:42]=[C:41]([N:45]=[C:46]=[O:47])[CH:40]=1, predict the reaction product. The product is: [F:38][C:39]1[CH:40]=[C:41]([NH:45][C:46]([NH:1][C:2]2[CH:7]=[C:6]([F:8])[C:5]([F:9])=[C:4]([C:10]([C:12]3[CH:13]=[C:14]4[C:19](=[CH:20][CH:21]=3)[N:18]=[CH:17][C:16]([N:22]3[CH2:27][CH2:26][O:25][CH2:24][CH2:23]3)=[N:15]4)=[O:11])[C:3]=2[F:28])=[O:47])[CH:42]=[CH:43][CH:44]=1. (3) Given the reactants [Cl:1][C:2]1[CH:7]=[C:6]([Cl:8])[CH:5]=[CH:4][C:3]=1[C:9]1[CH2:12][CH2:11][C:10]=1[NH:13][CH:14]=[O:15].[H][H], predict the reaction product. The product is: [Cl:1][C:2]1[CH:7]=[C:6]([Cl:8])[CH:5]=[CH:4][C:3]=1[C@@H:9]1[CH2:12][CH2:11][C@@H:10]1[NH:13][CH:14]=[O:15]. (4) Given the reactants [F:1][C:2]1[CH:9]=[CH:8][C:5]([CH2:6][NH2:7])=[CH:4][C:3]=1[C:10]1[CH:11]=[N:12][C:13]([C:16]([F:19])([F:18])[F:17])=[N:14][CH:15]=1.[F:20][C:21]1[CH:26]=[CH:25][C:24]([S:27]([N:30]([CH2:34][C:35](O)=[O:36])[CH:31]([CH3:33])[CH3:32])(=[O:29])=[O:28])=[CH:23][CH:22]=1.CN(C(ON1N=NC2C=CC=NC1=2)=[N+](C)C)C.F[P-](F)(F)(F)(F)F.C(N(CC)C(C)C)(C)C.OS([O-])(=O)=O.[K+], predict the reaction product. The product is: [F:20][C:21]1[CH:22]=[CH:23][C:24]([S:27]([N:30]([CH:31]([CH3:33])[CH3:32])[CH2:34][C:35]([NH:7][CH2:6][C:5]2[CH:8]=[CH:9][C:2]([F:1])=[C:3]([C:10]3[CH:15]=[N:14][C:13]([C:16]([F:19])([F:17])[F:18])=[N:12][CH:11]=3)[CH:4]=2)=[O:36])(=[O:28])=[O:29])=[CH:25][CH:26]=1. (5) Given the reactants [CH2:1]([C:4]1[CH:8]=[CH:7][S:6][CH:5]=1)[CH2:2][CH3:3].[Br:9][C:10]1[CH:11]=[C:12]([CH:15]=[CH:16][CH:17]=1)[CH:13]=[O:14], predict the reaction product. The product is: [Br:9][C:10]1[CH:11]=[C:12]([CH:13]([C:7]2[S:6][CH:5]=[C:4]([CH2:1][CH2:2][CH3:3])[CH:8]=2)[OH:14])[CH:15]=[CH:16][CH:17]=1.